Dataset: Reaction yield outcomes from USPTO patents with 853,638 reactions. Task: Predict the reaction yield, written as a fraction of the theoretical maximum amount of product (1.0 means a 100% yield; for example, 0.34 means a 34% yield). (1) The reactants are FC(F)(F)C(O)=O.C(OC(=O)[NH:14][CH:15]1[CH2:20][CH2:19][N:18]([CH2:21][CH2:22][O:23][C:24]2[CH:33]=[N:32][C:31]3[C:26](=[CH:27][C:28]([O:34][CH3:35])=[CH:29][CH:30]=3)[N:25]=2)[CH2:17][CH2:16]1)(C)(C)C. The catalyst is ClCCl. The product is [CH3:35][O:34][C:28]1[CH:27]=[C:26]2[C:31]([N:32]=[CH:33][C:24]([O:23][CH2:22][CH2:21][N:18]3[CH2:17][CH2:16][CH:15]([NH2:14])[CH2:20][CH2:19]3)=[N:25]2)=[CH:30][CH:29]=1. The yield is 0.995. (2) The reactants are [CH2:1]([O:5][C:6]1[N:11]=[C:10]([NH:12][C:13]([NH:15][C:16]2[CH:21]=[C:20]([Cl:22])[CH:19]=[CH:18][C:17]=2[OH:23])=[O:14])[CH:9]=[N:8][C:7]=1[C:24]#[N:25])[CH2:2][CH:3]=[CH2:4].[C:26]1(P([C:26]2[CH:31]=CC=[CH:28][CH:27]=2)[C:26]2[CH:31]=CC=[CH:28][CH:27]=2)[CH:31]=CC=[CH:28][CH:27]=1.CC(O)C=C.N(C(OC(C)(C)C)=O)=NC(OC(C)(C)C)=O. The catalyst is C1COCC1. The product is [CH2:1]([O:5][C:6]1[N:11]=[C:10]([NH:12][C:13]([NH:15][C:16]2[CH:21]=[C:20]([Cl:22])[CH:19]=[CH:18][C:17]=2[O:23][CH:27]([CH3:28])[CH:26]=[CH2:31])=[O:14])[CH:9]=[N:8][C:7]=1[C:24]#[N:25])[CH2:2][CH:3]=[CH2:4]. The yield is 0.830. (3) The reactants are Br[C:2]1[CH:13]=[CH:12][C:5]([CH2:6][O:7][Si:8]([CH3:11])(C)C)=[C:4]([CH3:14])[CH:3]=1.[CH3:15][Si:16]([C:19]#[CH:20])([CH3:18])[CH3:17]. The catalyst is C(N(CC)CC)C.[Cu]I.Cl[Pd](Cl)([P](C1C=CC=CC=1)(C1C=CC=CC=1)C1C=CC=CC=1)[P](C1C=CC=CC=1)(C1C=CC=CC=1)C1C=CC=CC=1. The product is [CH3:14][C:4]1[CH:3]=[C:2]([C:20]#[C:19][Si:16]([CH3:18])([CH3:17])[CH3:15])[CH:13]=[CH:12][C:5]=1[CH2:6][O:7][SiH2:8][CH3:11]. The yield is 0.650. (4) The reactants are [F:1][C:2]([F:18])([F:17])[CH:3]1[C:12]2[C:7](=[CH:8][CH:9]=[CH:10][CH:11]=2)[N:6]([CH2:13][C:14]([NH2:16])=O)[CH2:5][CH2:4]1.CSC.B. The catalyst is C1COCC1. The product is [F:17][C:2]([F:1])([F:18])[CH:3]1[C:12]2[C:7](=[CH:8][CH:9]=[CH:10][CH:11]=2)[N:6]([CH2:13][CH2:14][NH2:16])[CH2:5][CH2:4]1. The yield is 0.850. (5) The reactants are [CH:1]1([CH2:6][C@@H:7]([C:16](=[O:31])[N:17]2[CH:21]([C:22]([NH:24][C:25]3[N:30]=[CH:29][CH:28]=[CH:27][N:26]=3)=[O:23])[CH2:20][CH:19]=[N:18]2)[CH2:8][C:9]([O:11]C(C)(C)C)=[O:10])[CH2:5][CH2:4][CH2:3][CH2:2]1.Cl. The catalyst is O1CCOCC1. The product is [CH:1]1([CH2:6][C@@H:7]([C:16](=[O:31])[N:17]2[CH:21]([C:22]([NH:24][C:25]3[N:26]=[CH:27][CH:28]=[CH:29][N:30]=3)=[O:23])[CH2:20][CH:19]=[N:18]2)[CH2:8][C:9]([OH:11])=[O:10])[CH2:5][CH2:4][CH2:3][CH2:2]1. The yield is -1.00. (6) The reactants are Cl[C:2]1[C:7]([C:8]#[C:9][C:10]2[CH:11]=[N:12][C:13]([NH2:16])=[CH:14][CH:15]=2)=[C:6]([CH2:17][CH3:18])[N:5]=[CH:4][N:3]=1.[C:19]([O:23][C:24]([N:26]1[CH2:31][CH2:30][NH:29][CH2:28][CH2:27]1)=[O:25])([CH3:22])([CH3:21])[CH3:20].CCN(C(C)C)C(C)C. The catalyst is O1CCOCC1. The product is [C:19]([O:23][C:24]([N:26]1[CH2:31][CH2:30][N:29]([C:2]2[C:7]([C:8]#[C:9][C:10]3[CH:11]=[N:12][C:13]([NH2:16])=[CH:14][CH:15]=3)=[C:6]([CH2:17][CH3:18])[N:5]=[CH:4][N:3]=2)[CH2:28][CH2:27]1)=[O:25])([CH3:22])([CH3:20])[CH3:21]. The yield is 0.920.